From a dataset of Full USPTO retrosynthesis dataset with 1.9M reactions from patents (1976-2016). Predict the reactants needed to synthesize the given product. (1) Given the product [F:59][C:55]1[CH:56]=[CH:57][CH:58]=[C:12]([F:11])[C:13]=1[CH2:14][O:15][C:16]([C:25]1[CH:26]=[CH:27][C:28]([C@:31]2([S:45]([C:48]3[CH:49]=[CH:50][C:51]([F:54])=[CH:52][CH:53]=3)(=[O:47])=[O:46])[CH2:35][CH2:34][N:33]([C:36]([C:38]3([OH:44])[CH2:43][CH2:42][N:41]([C:87](=[O:89])[CH3:88])[CH2:40][CH2:39]3)=[O:37])[CH2:32]2)=[CH:29][CH:30]=1)([C:17]([F:20])([F:19])[F:18])[C:21]([F:22])([F:24])[F:23], predict the reactants needed to synthesize it. The reactants are: CCN(C(C)C)C(C)C.Cl.[F:11][C:12]1[CH:58]=[CH:57][CH:56]=[C:55]([F:59])[C:13]=1[CH2:14][O:15][C:16]([C:25]1[CH:30]=[CH:29][C:28]([C@:31]2([S:45]([C:48]3[CH:53]=[CH:52][C:51]([F:54])=[CH:50][CH:49]=3)(=[O:47])=[O:46])[CH2:35][CH2:34][N:33]([C:36]([C:38]3([OH:44])[CH2:43][CH2:42][NH:41][CH2:40][CH2:39]3)=[O:37])[CH2:32]2)=[CH:27][CH:26]=1)([C:21]([F:24])([F:23])[F:22])[C:17]([F:20])([F:19])[F:18].F[P-](F)(F)(F)(F)F.N1(O[P+](N(C)C)(N(C)C)N(C)C)C2C=CC=CC=2N=N1.[C:87](O)(=[O:89])[CH3:88]. (2) Given the product [CH2:16]([O:15][C:11](=[O:14])[CH:12]([NH:1][C:2]1[CH:3]=[C:4]2[C:8](=[CH:9][CH:10]=1)[NH:7][N:6]=[CH:5]2)[CH2:31][C:30]([O:29][C:25]([CH3:28])([CH3:27])[CH3:26])=[O:33])[CH3:17], predict the reactants needed to synthesize it. The reactants are: [NH2:1][C:2]1[CH:3]=[C:4]2[C:8](=[CH:9][CH:10]=1)[NH:7][N:6]=[CH:5]2.[C:11]([O:15][CH2:16][CH3:17])(=[O:14])[CH:12]=O.S([O-])([O-])(=O)=O.[Mg+2].[Cl-].[C:25]([O:29][C:30](=[O:33])[CH2:31][Zn+])([CH3:28])([CH3:27])[CH3:26].